This data is from Full USPTO retrosynthesis dataset with 1.9M reactions from patents (1976-2016). The task is: Predict the reactants needed to synthesize the given product. (1) Given the product [CH2:20]([C:16]1[CH:15]=[C:14]([N:9]2[CH:10]=[CH:11][C:12](=[O:13])[C:7]([C:5]3[N:23]([C:25]4[CH:30]=[CH:29][N:28]=[CH:27][CH:26]=4)[N:2]=[CH:3][CH:4]=3)=[N:8]2)[CH:19]=[CH:18][CH:17]=1)[CH3:21], predict the reactants needed to synthesize it. The reactants are: C[N:2](C)/[CH:3]=[CH:4]/[C:5]([C:7]1[C:12](=[O:13])[CH:11]=[CH:10][N:9]([C:14]2[CH:19]=[CH:18][CH:17]=[C:16]([CH2:20][CH3:21])[CH:15]=2)[N:8]=1)=O.[NH:23]([C:25]1[CH:30]=[CH:29][N:28]=[CH:27][CH:26]=1)N. (2) Given the product [CH3:24][O:23][CH:22]([O:25][CH3:26])[CH2:21][N:16]1[C:17]2[C:13](=[CH:12][C:11]([O:10][C:5]3[CH:4]=[CH:3][C:2]([F:1])=[CH:9][C:6]=3[C:7]#[N:8])=[CH:19][CH:18]=2)[CH:14]=[N:15]1, predict the reactants needed to synthesize it. The reactants are: [F:1][C:2]1[CH:3]=[CH:4][C:5]([O:10][C:11]2[CH:12]=[C:13]3[C:17](=[CH:18][CH:19]=2)[NH:16][N:15]=[CH:14]3)=[C:6]([CH:9]=1)[C:7]#[N:8].Br[CH2:21][CH:22]([O:25][CH3:26])[O:23][CH3:24].[H-].[Na+]. (3) Given the product [NH2:1][C:4]1[CH:13]=[CH:12][CH:11]=[C:10]2[C:5]=1[CH:6]=[CH:7][CH:8]=[C:9]2[Br:14], predict the reactants needed to synthesize it. The reactants are: [N+:1]([C:4]1[CH:13]=[CH:12][CH:11]=[C:10]2[C:5]=1[CH:6]=[CH:7][CH:8]=[C:9]2[Br:14])([O-])=O. (4) Given the product [C:1]1([O:7][P:8]([O:17][CH2:18][CH2:19][CH:20]([NH:24][C:64](=[O:66])[CH2:63][C@H:62]([O:61][C:48](=[O:60])[CH2:49][CH2:50][CH2:51][CH2:52][CH2:53][CH2:54][CH2:55][CH2:56][CH2:57][CH2:58][CH3:59])[CH2:67][CH2:68][CH2:69][CH2:70][CH2:71][CH2:72][CH2:73][CH2:74][CH2:75][CH2:76][CH3:77])[C:21]([OH:23])=[O:22])([O:10][C:11]2[CH:16]=[CH:15][CH:14]=[CH:13][CH:12]=2)=[O:9])[CH:2]=[CH:3][CH:4]=[CH:5][CH:6]=1, predict the reactants needed to synthesize it. The reactants are: [C:1]1([O:7][P:8]([O:17][CH2:18][CH2:19][CH:20]([NH:24]C(=O)C[C@H](OCC2C=CC=CC=2)CCCCCCCCCCC)[C:21]([OH:23])=[O:22])([O:10][C:11]2[CH:16]=[CH:15][CH:14]=[CH:13][CH:12]=2)=[O:9])[CH:6]=[CH:5][CH:4]=[CH:3][CH:2]=1.[C:48]([O:61][C@H:62]([CH2:67][CH2:68][CH2:69][CH2:70][CH2:71][CH2:72][CH2:73][CH2:74][CH2:75][CH2:76][CH3:77])[CH2:63][C:64]([OH:66])=O)(=[O:60])[CH2:49][CH2:50][CH2:51][CH2:52][CH2:53][CH2:54][CH2:55][CH2:56][CH2:57][CH2:58][CH3:59].C(O[C@H](CCCCCCCCCCC)CC(O)=O)C1C=CC=CC=1. (5) Given the product [Cl:26][C:23]1[CH:24]=[CH:25][C:20]([NH:19][C:15]2[N:14]=[C:13]([C:9]3[S:8][C:7]([NH:6][C:4](=[O:5])[CH2:3][CH2:2][NH:35][CH2:34][CH2:33][N:27]4[CH2:32][CH2:31][O:30][CH2:29][CH2:28]4)=[N:11][C:10]=3[CH3:12])[CH:18]=[CH:17][N:16]=2)=[CH:21][CH:22]=1, predict the reactants needed to synthesize it. The reactants are: Br[CH2:2][CH2:3][C:4]([NH:6][C:7]1[S:8][C:9]([C:13]2[CH:18]=[CH:17][N:16]=[C:15]([NH:19][C:20]3[CH:25]=[CH:24][C:23]([Cl:26])=[CH:22][CH:21]=3)[N:14]=2)=[C:10]([CH3:12])[N:11]=1)=[O:5].[N:27]1([CH2:33][CH2:34][NH2:35])[CH2:32][CH2:31][O:30][CH2:29][CH2:28]1.NCCC(NC1SC(C2C=CN=C(NC3C=CC(Cl)=CC=3)N=2)=C(C)N=1)=O.ClCCN1CCOCC1. (6) Given the product [Cl:11][C:7]1[CH:8]=[N:9][CH:10]=[C:2]([Cl:1])[C:3]=1[C:4]([NH:12][C:13]1[CH:20]=[CH:19][C:16]([CH2:17][OH:18])=[CH:15][CH:14]=1)=[O:6], predict the reactants needed to synthesize it. The reactants are: [Cl:1][C:2]1[CH:10]=[N:9][CH:8]=[C:7]([Cl:11])[C:3]=1[C:4]([OH:6])=O.[NH2:12][C:13]1[CH:20]=[CH:19][C:16]([CH2:17][OH:18])=[CH:15][CH:14]=1.C1COCC1. (7) Given the product [Cl:1][C:2]1[N:3]=[C:4]([C:9]([NH:16][C:17]2[CH:37]=[CH:36][C:20]3[N:21]([CH2:25][C:26]4[CH:27]=[C:28]([CH:33]=[CH:34][CH:35]=4)[C:29]([O:31][CH3:32])=[O:30])[CH2:22][CH2:23][O:24][C:19]=3[CH:18]=2)=[O:11])[NH:5][C:6]=1[CH2:7][CH3:8], predict the reactants needed to synthesize it. The reactants are: [Cl:1][C:2]1[N:3]=[C:4]([C:9]([OH:11])=O)[NH:5][C:6]=1[CH2:7][CH3:8].S(Cl)(Cl)=O.[NH2:16][C:17]1[CH:37]=[CH:36][C:20]2[N:21]([CH2:25][C:26]3[CH:27]=[C:28]([CH:33]=[CH:34][CH:35]=3)[C:29]([O:31][CH3:32])=[O:30])[CH2:22][CH2:23][O:24][C:19]=2[CH:18]=1. (8) Given the product [O:1]=[C:2]1[C:11]2[C:6](=[CH:7][CH:8]=[CH:9][CH:10]=2)[C:5]2[CH2:12][C:13]3[CH:14]=[C:15]([NH:19][C:22](=[O:23])[CH2:21][Cl:20])[CH:16]=[CH:17][C:18]=3[C:4]=2[NH:3]1, predict the reactants needed to synthesize it. The reactants are: [O:1]=[C:2]1[C:11]2[C:6](=[CH:7][CH:8]=[CH:9][CH:10]=2)[C:5]2[CH2:12][C:13]3[CH:14]=[C:15]([NH2:19])[CH:16]=[CH:17][C:18]=3[C:4]=2[NH:3]1.[Cl:20][CH2:21][C:22](Cl)=[O:23]. (9) Given the product [CH:1]1([C:4]2[N:8]=[C:9]3[CH:14]=[CH:13][C:12]([N+:15]([O-:17])=[O:16])=[CH:11][N:10]3[C:5]=2[CH3:6])[CH2:3][CH2:2]1, predict the reactants needed to synthesize it. The reactants are: [CH:1]1([C:4](=O)[CH2:5][CH3:6])[CH2:3][CH2:2]1.[NH2:8][C:9]1[CH:14]=[CH:13][C:12]([N+:15]([O-:17])=[O:16])=[CH:11][N:10]=1.